From a dataset of Forward reaction prediction with 1.9M reactions from USPTO patents (1976-2016). Predict the product of the given reaction. (1) Given the reactants Cl.C(OCC)(=O)C.C(OC([NH:15][CH:16]1[CH2:19][N:18]([C:20]2[S:21][C:22]([C:27]([O:29][CH3:30])=[O:28])=[C:23]([CH2:25][CH3:26])[N:24]=2)[CH2:17]1)=O)(C)(C)C.CO, predict the reaction product. The product is: [NH2:15][CH:16]1[CH2:19][N:18]([C:20]2[S:21][C:22]([C:27]([O:29][CH3:30])=[O:28])=[C:23]([CH2:25][CH3:26])[N:24]=2)[CH2:17]1. (2) Given the reactants CI.[Br:3][C:4]1[CH:9]=[C:8]([F:10])[C:7]([OH:11])=[C:6]([F:12])[CH:5]=1.[C:13]([O-])([O-])=O.[K+].[K+], predict the reaction product. The product is: [CH3:13][O:11][C:7]1[C:8]([F:10])=[CH:9][C:4]([Br:3])=[CH:5][C:6]=1[F:12]. (3) Given the reactants [C:1]([OH:7])([C:3](F)(F)F)=[O:2].[NH:8]1[CH2:13][CH2:12][CH:11]([N:14]2[C:27]3[CH:26]=[CH:25]C(C4NN=NN=4)=[CH:23][C:22]=3[O:21]C3C2=CC=CC=3)[CH2:10][CH2:9]1.[CH2:33](N1CCC(=O)CC1)[C:34]1[CH:39]=[CH:38][CH:37]=[CH:36][CH:35]=1.N1C=CN=[C:48]1C=O.C(O[BH-](OC(=O)C)OC(=O)C)(=O)C.[Na+].C(O[BH-](OC(=O)C)OC(=O)C)(=O)C.C[N+](C)(C)C, predict the reaction product. The product is: [CH3:48][O:7][C:1](=[O:2])[C:3]1[CH:25]=[CH:26][C:27]([NH:14][CH:11]2[CH2:10][CH2:9][N:8]([CH2:33][C:34]3[CH:39]=[CH:38][CH:37]=[CH:36][CH:35]=3)[CH2:13][CH2:12]2)=[C:22]([OH:21])[CH:23]=1.